Dataset: NCI-60 drug combinations with 297,098 pairs across 59 cell lines. Task: Regression. Given two drug SMILES strings and cell line genomic features, predict the synergy score measuring deviation from expected non-interaction effect. (1) Drug 1: CN1CCC(CC1)COC2=C(C=C3C(=C2)N=CN=C3NC4=C(C=C(C=C4)Br)F)OC. Drug 2: CCC1(CC2CC(C3=C(CCN(C2)C1)C4=CC=CC=C4N3)(C5=C(C=C6C(=C5)C78CCN9C7C(C=CC9)(C(C(C8N6C)(C(=O)OC)O)OC(=O)C)CC)OC)C(=O)OC)O.OS(=O)(=O)O. Cell line: SK-MEL-5. Synergy scores: CSS=46.5, Synergy_ZIP=15.2, Synergy_Bliss=15.7, Synergy_Loewe=-47.2, Synergy_HSA=11.7. (2) Drug 1: C1CCC(C1)C(CC#N)N2C=C(C=N2)C3=C4C=CNC4=NC=N3. Drug 2: C1CC(C1)(C(=O)O)C(=O)O.[NH2-].[NH2-].[Pt+2]. Cell line: HCC-2998. Synergy scores: CSS=12.1, Synergy_ZIP=-0.486, Synergy_Bliss=12.1, Synergy_Loewe=6.41, Synergy_HSA=7.09. (3) Drug 1: CC1=CC=C(C=C1)C2=CC(=NN2C3=CC=C(C=C3)S(=O)(=O)N)C(F)(F)F. Drug 2: CN(CCCl)CCCl.Cl. Cell line: HCT116. Synergy scores: CSS=20.7, Synergy_ZIP=1.94, Synergy_Bliss=3.28, Synergy_Loewe=-24.7, Synergy_HSA=-0.908.